From a dataset of Forward reaction prediction with 1.9M reactions from USPTO patents (1976-2016). Predict the product of the given reaction. (1) Given the reactants [C:1]1([N:7]2[C:12](=[O:13])[C:11]3[S:14][CH:15]=[C:16]([C:17]4[CH:22]=[CH:21][CH:20]=[CH:19][CH:18]=4)[C:10]=3[N:9]=[CH:8]2)[CH:6]=[CH:5][CH:4]=[CH:3][CH:2]=1.NC1C(C2C=C(C)C=CC=2)=CSC=1[C:36](OC)=[O:37].[CH:40](OCC)(OCC)OCC.COC1C=CC(N)=CC=1, predict the reaction product. The product is: [CH3:36][O:37][C:4]1[CH:5]=[CH:6][C:1]([N:7]2[C:12](=[O:13])[C:11]3[S:14][CH:15]=[C:16]([C:17]4[CH:18]=[C:19]([CH3:40])[CH:20]=[CH:21][CH:22]=4)[C:10]=3[N:9]=[CH:8]2)=[CH:2][CH:3]=1. (2) Given the reactants N#N.I[C:4]1[CH:9]=[C:8]([N+:10]([O-:12])=[O:11])[CH:7]=[CH:6][C:5]=1[O:13][CH3:14].[S:15]1[CH:19]=[CH:18][N:17]=[CH:16]1.C([O-])(=O)C.[K+], predict the reaction product. The product is: [CH3:14][O:13][C:5]1[CH:6]=[CH:7][C:8]([N+:10]([O-:12])=[O:11])=[CH:9][C:4]=1[C:19]1[S:15][CH:16]=[N:17][CH:18]=1. (3) Given the reactants CC1(C)C(C)(C)OB([C:9]2[CH:14]=[CH:13][C:12]([C:15]34[CH2:22][CH2:21][C:18]([CH2:23][C:24]([O:26][CH3:27])=[O:25])([CH2:19][CH2:20]3)[O:17][CH2:16]4)=[CH:11][CH:10]=2)O1.Br[C:30]1[CH:31]=[N:32][C:33]([NH2:36])=[N:34][CH:35]=1.[O-]P([O-])([O-])=O.[K+].[K+].[K+], predict the reaction product. The product is: [NH2:36][C:33]1[N:34]=[CH:35][C:30]([C:9]2[CH:10]=[CH:11][C:12]([C:15]34[CH2:22][CH2:21][C:18]([CH2:23][C:24]([O:26][CH3:27])=[O:25])([CH2:19][CH2:20]3)[O:17][CH2:16]4)=[CH:13][CH:14]=2)=[CH:31][N:32]=1. (4) Given the reactants C[Si](C)(C)[N-][Si](C)(C)C.[Na+].[Cl:11][C:12]1[C:17]([Cl:18])=[CH:16][CH:15]=[C:14]([Cl:19])[C:13]=1[CH2:20][C:21]([NH:23][C:24]1[C:25]([C:30]([OH:32])=O)=[N:26][CH:27]=[CH:28][N:29]=1)=[O:22].O([CH2:41][CH:42]([F:44])[F:43])S(C(F)(F)F)(=O)=O.Cl, predict the reaction product. The product is: [F:43][CH:42]([F:44])[CH2:41][N:23]1[C:24]2=[N:29][CH:28]=[CH:27][N:26]=[C:25]2[C:30]([OH:32])=[C:20]([C:13]2[C:14]([Cl:19])=[CH:15][CH:16]=[C:17]([Cl:18])[C:12]=2[Cl:11])[C:21]1=[O:22].